Dataset: Full USPTO retrosynthesis dataset with 1.9M reactions from patents (1976-2016). Task: Predict the reactants needed to synthesize the given product. (1) Given the product [CH2:1]([O:3][C:4]1[CH:5]=[C:6]([CH:26]=[CH:27][CH:28]=1)[C:7]([C:8]1[C:17]2[C:12](=[CH:13][C:14]([O:20][CH2:21][CH2:22][OH:23])=[C:15]([O:18][CH3:19])[CH:16]=2)[C:11]([CH:24]=[O:25])=[CH:10][N:9]=1)=[O:30])[CH3:2], predict the reactants needed to synthesize it. The reactants are: [CH2:1]([O:3][C:4]1[CH:5]=[C:6]([CH:26]=[CH:27][CH:28]=1)[CH2:7][C:8]1[C:17]2[C:12](=[CH:13][C:14]([O:20][CH2:21][CH2:22][OH:23])=[C:15]([O:18][CH3:19])[CH:16]=2)[C:11]([CH:24]=[O:25])=[CH:10][N:9]=1)[CH3:2].[Se](=O)=[O:30]. (2) Given the product [ClH:1].[Cl:28][C:29]1[C:30]([F:36])=[C:31]([CH:33]=[CH:34][CH:35]=1)[NH:32][C:2]1[C:11]2[C:6](=[CH:7][C:8]([O:26][CH3:27])=[C:9]([O:12][CH2:13][CH:14]3[CH2:18][CH2:17][NH:16][CH2:15]3)[CH:10]=2)[N:5]=[CH:4][N:3]=1, predict the reactants needed to synthesize it. The reactants are: [Cl:1][C:2]1[C:11]2[C:6](=[CH:7][C:8]([O:26][CH3:27])=[C:9]([O:12][CH2:13][CH:14]3[CH2:18][CH2:17][N:16](C(OC(C)(C)C)=O)[CH2:15]3)[CH:10]=2)[N:5]=[CH:4][N:3]=1.[Cl:28][C:29]1[C:30]([F:36])=[C:31]([CH:33]=[CH:34][CH:35]=1)[NH2:32]. (3) Given the product [NH2:3][C:4]1[C:5]2[C:12]([C:13]3[CH:14]=[N:15][C:16]4[C:21]([CH:22]=3)=[CH:20][CH:19]=[CH:18][CH:17]=4)=[C:11]3[N:10]([C:6]=2[N:7]=[CH:8][N:9]=1)[CH2:24][C@@H:25]([NH:29][C:30](=[O:31])[CH:37]=[CH2:38])[CH:26]=[C:27]3[CH3:28], predict the reactants needed to synthesize it. The reactants are: [OH-].[Na+].[NH2:3][C:4]1[C:5]2[C:12]([C:13]3[CH:14]=[N:15][C:16]4[C:21]([CH:22]=3)=[CH:20][CH:19]=[CH:18][CH:17]=4)=[C:11](Br)[N:10]([CH2:24][C@@H:25]([NH:29][C:30](=O)[O:31]C(C)(C)C)[CH2:26][CH:27]=[CH2:28])[C:6]=2[N:7]=[CH:8][N:9]=1.[CH2:37]1COC[CH2:38]1. (4) Given the product [C:1]([O:5][C@@H:6]([C:12]1[C:38]([CH3:39])=[CH:37][C:15]2[N:16]=[C:17]([C:19]3[CH:24]=[CH:23][N:22]=[C:21]([C:25]4[CH:26]=[C:27]5[C:32](=[CH:33][CH:34]=4)[N:31]([CH3:35])[C:30](=[O:36])[CH:29]=[CH:28]5)[CH:20]=3)[S:18][C:14]=2[C:13]=1[C:40]1[CH:45]=[CH:44][C:43]([Cl:46])=[CH:42][CH:41]=1)[C:7]([OH:9])=[O:8])([CH3:4])([CH3:2])[CH3:3], predict the reactants needed to synthesize it. The reactants are: [C:1]([O:5][C@@H:6]([C:12]1[C:38]([CH3:39])=[CH:37][C:15]2[N:16]=[C:17]([C:19]3[CH:24]=[CH:23][N:22]=[C:21]([C:25]4[CH:26]=[C:27]5[C:32](=[CH:33][CH:34]=4)[N:31]([CH3:35])[C:30](=[O:36])[CH:29]=[CH:28]5)[CH:20]=3)[S:18][C:14]=2[C:13]=1[C:40]1[CH:45]=[CH:44][C:43]([Cl:46])=[CH:42][CH:41]=1)[C:7]([O:9]CC)=[O:8])([CH3:4])([CH3:3])[CH3:2].[OH-].[Na+].